This data is from Forward reaction prediction with 1.9M reactions from USPTO patents (1976-2016). The task is: Predict the product of the given reaction. (1) Given the reactants [CH:1]1([C:4]([NH:6][C:7]2[N:8]=[C:9]3[CH:14]=[CH:13][C:12]([O:15][C:16]4[CH:17]=[C:18]([CH:22]=[CH:23][CH:24]=4)[C:19](O)=[O:20])=[N:11][N:10]3[CH:25]=2)=[O:5])[CH2:3][CH2:2]1.[C:26]([C:30]1[CH:36]=[CH:35][C:33]([NH2:34])=[CH:32][CH:31]=1)([CH3:29])([CH3:28])[CH3:27].Cl.CN(C)CCCN=C=NCC, predict the reaction product. The product is: [C:26]([C:30]1[CH:31]=[CH:32][C:33]([NH:34][C:19](=[O:20])[C:18]2[CH:22]=[CH:23][CH:24]=[C:16]([O:15][C:12]3[CH:13]=[CH:14][C:9]4[N:10]([CH:25]=[C:7]([NH:6][C:4]([CH:1]5[CH2:3][CH2:2]5)=[O:5])[N:8]=4)[N:11]=3)[CH:17]=2)=[CH:35][CH:36]=1)([CH3:29])([CH3:27])[CH3:28]. (2) Given the reactants [Cl:1][C:2]1[C:7]([N+:8]([O-:10])=[O:9])=[C:6]([NH2:11])[CH:5]=[C:4]([C:12]([F:15])([F:14])[F:13])[N:3]=1.C(N(CC)CC)C.Cl[C:24]([O:26][CH2:27][CH3:28])=[O:25].CCOC(C)=O, predict the reaction product. The product is: [CH2:27]([O:26][C:24](=[O:25])[NH:11][C:6]1[CH:5]=[C:4]([C:12]([F:13])([F:14])[F:15])[N:3]=[C:2]([Cl:1])[C:7]=1[N+:8]([O-:10])=[O:9])[CH3:28]. (3) Given the reactants Cl.[NH:2]1[CH2:6][CH2:5][CH:4]2[CH2:7][N:8]([CH2:10][C@@H:11]([C:13]3[C:14](C)=[C:15]4[C:19](=[CH:20][CH:21]=3)[C:18](=[O:22])[O:17][CH2:16]4)[OH:12])[CH2:9][CH:3]12.[C:24]([C:26]1[CH:31]=[CH:30][C:29]([S:32](Cl)(=[O:34])=[O:33])=[CH:28][CH:27]=1)#[N:25], predict the reaction product. The product is: [OH:12][C@H:11]([C:13]1[CH:14]=[C:15]2[C:19](=[CH:20][CH:21]=1)[C:18](=[O:22])[O:17][CH2:16]2)[CH2:10][N:8]1[CH2:7][CH:4]2[CH:3]([N:2]([S:32]([C:29]3[CH:28]=[CH:27][C:26]([C:24]#[N:25])=[CH:31][CH:30]=3)(=[O:34])=[O:33])[CH2:6][CH2:5]2)[CH2:9]1. (4) Given the reactants [CH:1]([N:5]1[CH:13]=[N:12][C:11]2[C:6]1=[N:7][C:8]([N:21]1[CH2:26][CH2:25][O:24][CH2:23][CH2:22]1)=[N:9][C:10]=2[C:14]1[N:15]=[CH:16][C:17]([NH2:20])=[N:18][CH:19]=1)([CH2:3][CH3:4])[CH3:2].[Br:27]N1C(=O)CCC1=O, predict the reaction product. The product is: [Br:27][C:13]1[N:5]([CH:1]([CH2:3][CH3:4])[CH3:2])[C:6]2[C:11]([N:12]=1)=[C:10]([C:14]1[N:15]=[CH:16][C:17]([NH2:20])=[N:18][CH:19]=1)[N:9]=[C:8]([N:21]1[CH2:26][CH2:25][O:24][CH2:23][CH2:22]1)[N:7]=2. (5) The product is: [Br:14][C:5]1[C:4]2[CH:9]=[CH:10][O:11][C:3]=2[C:2]([Br:1])=[CH:7][N:6]=1. Given the reactants [Br:1][C:2]1[C:3]2[O:11][CH:10]=[CH:9][C:4]=2[C:5](=O)[NH:6][CH:7]=1.P(Br)(Br)([Br:14])=O, predict the reaction product.